This data is from Forward reaction prediction with 1.9M reactions from USPTO patents (1976-2016). The task is: Predict the product of the given reaction. (1) Given the reactants [CH3:1][C:2]1[N:3]=[C:4]2[C:13]3[NH:12][C@H:11]([C:14]4[CH:19]=[CH:18][CH:17]=[CH:16][CH:15]=4)[C@@H:10]([OH:20])[C:9](=[O:21])[C:8]=3[CH:7]=[CH:6][N:5]2[C:22]=1[CH3:23].[OH-].[Na+].[CH3:26]I.Cl, predict the reaction product. The product is: [CH3:1][C:2]1[N:3]=[C:4]2[C:13]3[NH:12][C@H:11]([C:14]4[CH:19]=[CH:18][CH:17]=[CH:16][CH:15]=4)[C@:10]([CH3:26])([OH:20])[C:9](=[O:21])[C:8]=3[CH:7]=[CH:6][N:5]2[C:22]=1[CH3:23]. (2) Given the reactants [Br:1][C:2]1[CH:3]=[C:4]([N+:24]([O-])=O)[C:5]([NH:8][C:9]2[CH:23]=[CH:22][C:12]([CH2:13][NH:14][C:15](=[O:21])[O:16][C:17]([CH3:20])([CH3:19])[CH3:18])=[CH:11][CH:10]=2)=[N:6][CH:7]=1.[NH2:27][C:28]1[N:35]=[CH:34][CH:33]=[CH:32][C:29]=1[CH:30]=O.S(S([O-])=O)([O-])=O.[Na+].[Na+], predict the reaction product. The product is: [NH2:27][C:28]1[C:29]([C:30]2[N:8]([C:9]3[CH:23]=[CH:22][C:12]([CH2:13][NH:14][C:15](=[O:21])[O:16][C:17]([CH3:20])([CH3:19])[CH3:18])=[CH:11][CH:10]=3)[C:5]3=[N:6][CH:7]=[C:2]([Br:1])[CH:3]=[C:4]3[N:24]=2)=[CH:32][CH:33]=[CH:34][N:35]=1.